From a dataset of Full USPTO retrosynthesis dataset with 1.9M reactions from patents (1976-2016). Predict the reactants needed to synthesize the given product. (1) The reactants are: [Cl:1][C:2]1[CH:33]=[CH:32][C:5]([C:6]([NH:8][C:9]2[C:10]([CH3:31])=[C:11]([C:18](=[O:30])[C:19]3[CH:24]=[CH:23][C:22]([N+:25]([O-])=O)=[C:21]([O:28][CH3:29])[CH:20]=3)[N:12]3[C:17]=2[CH:16]=[CH:15][CH:14]=[CH:13]3)=[O:7])=[CH:4][CH:3]=1.[H][H]. Given the product [Cl:1][C:2]1[CH:3]=[CH:4][C:5]([C:6]([NH:8][C:9]2[C:10]([CH3:31])=[C:11]([C:18](=[O:30])[C:19]3[CH:24]=[CH:23][C:22]([NH2:25])=[C:21]([O:28][CH3:29])[CH:20]=3)[N:12]3[C:17]=2[CH:16]=[CH:15][CH:14]=[CH:13]3)=[O:7])=[CH:32][CH:33]=1, predict the reactants needed to synthesize it. (2) Given the product [F:15][C:3]1[C:2]([B:19]2[O:20][C:21]([CH3:23])([CH3:22])[C:17]([CH3:33])([CH3:16])[O:18]2)=[C:13]([F:14])[CH:12]=[CH:11][C:4]=1[C:5]([NH:7][CH:8]([CH3:10])[CH3:9])=[O:6], predict the reactants needed to synthesize it. The reactants are: Br[C:2]1[C:3]([F:15])=[C:4]([CH:11]=[CH:12][C:13]=1[F:14])[C:5]([NH:7][CH:8]([CH3:10])[CH3:9])=[O:6].[CH3:16][C:17]1([CH3:33])[C:21]([CH3:23])([CH3:22])[O:20][B:19]([B:19]2[O:20][C:21]([CH3:23])([CH3:22])[C:17]([CH3:33])([CH3:16])[O:18]2)[O:18]1.C1(P(C2CCCCC2)C2CCCCC2)CCCCC1.C([O-])(=O)C.[K+].